Regression/Classification. Given a drug SMILES string, predict its absorption, distribution, metabolism, or excretion properties. Task type varies by dataset: regression for continuous measurements (e.g., permeability, clearance, half-life) or binary classification for categorical outcomes (e.g., BBB penetration, CYP inhibition). Dataset: cyp2c19_veith. From a dataset of CYP2C19 inhibition data for predicting drug metabolism from PubChem BioAssay. (1) The result is 0 (non-inhibitor). The molecule is NC(=O)NC(=O)Nc1ccccc1Cl. (2) The compound is C=C(C)CN(CC#N)CC(=C)C. The result is 0 (non-inhibitor).